This data is from Catalyst prediction with 721,799 reactions and 888 catalyst types from USPTO. The task is: Predict which catalyst facilitates the given reaction. (1) Reactant: Br[C:2]1[S:6][C:5]([C:7]2[S:8][C:9]([C:18]3[CH:40]=[CH:39][C:21]([N:22]([C:31]4[CH:36]=[CH:35][C:34]([O:37][CH3:38])=[CH:33][CH:32]=4)[C:23]4[CH:28]=[CH:27][C:26]([O:29][CH3:30])=[CH:25][CH:24]=4)=[CH:20][CH:19]=3)=[C:10]([CH2:12][CH2:13][CH2:14][CH2:15][CH2:16][CH3:17])[CH:11]=2)=[C:4]([CH2:41][CH2:42][CH2:43][CH2:44][CH2:45][CH3:46])[CH:3]=1.C1(C)C=CC=CC=1.[CH2:54]([PH:58](=[O:62])[O:59]CC)[CH2:55][CH2:56][CH3:57].C(N(CC)CC)C. Product: [CH3:30][O:29][C:26]1[CH:27]=[CH:28][C:23]([N:22]([C:31]2[CH:36]=[CH:35][C:34]([O:37][CH3:38])=[CH:33][CH:32]=2)[C:21]2[CH:39]=[CH:40][C:18]([C:9]3[S:8][C:7]([C:5]4[S:6][C:2]([P:58]([CH2:54][CH2:55][CH2:56][CH3:57])(=[O:59])[OH:62])=[CH:3][C:4]=4[CH2:41][CH2:42][CH2:43][CH2:44][CH2:45][CH3:46])=[CH:11][C:10]=3[CH2:12][CH2:13][CH2:14][CH2:15][CH2:16][CH3:17])=[CH:19][CH:20]=2)=[CH:24][CH:25]=1. The catalyst class is: 13. (2) Reactant: P(Cl)(Cl)([Cl:3])=O.[CH3:6][O:7][C:8]1[CH:25]=[CH:24][C:11]([CH2:12][N:13]2[C:17]3[N:18]=[CH:19][CH:20]=[C:21](O)[C:16]=3[C:15]([CH3:23])=[N:14]2)=[CH:10][CH:9]=1. Product: [Cl:3][C:21]1[CH:20]=[CH:19][N:18]=[C:17]2[N:13]([CH2:12][C:11]3[CH:24]=[CH:25][C:8]([O:7][CH3:6])=[CH:9][CH:10]=3)[N:14]=[C:15]([CH3:23])[C:16]=12. The catalyst class is: 68.